Dataset: Catalyst prediction with 721,799 reactions and 888 catalyst types from USPTO. Task: Predict which catalyst facilitates the given reaction. (1) Reactant: [CH:1]([C:3]1[CH:4]=[CH:5][C:6]([O:18][CH3:19])=[C:7]([CH:17]=1)[CH2:8][NH:9][C:10](=[O:16])[O:11][C:12]([CH3:15])([CH3:14])[CH3:13])=[O:2].[BH4-].[Na+].O. Product: [OH:2][CH2:1][C:3]1[CH:4]=[CH:5][C:6]([O:18][CH3:19])=[C:7]([CH:17]=1)[CH2:8][NH:9][C:10](=[O:16])[O:11][C:12]([CH3:15])([CH3:14])[CH3:13]. The catalyst class is: 199. (2) The catalyst class is: 106. Product: [F:21][C:17]1[CH:16]=[C:15]([CH:20]=[CH:19][CH:18]=1)[CH2:14][O:13][C:10]1[CH:9]=[CH:8][C:7]([N:4]2[CH2:5][CH2:6][C@H:2]([NH:1][CH:23]=[O:25])[C:3]2=[O:22])=[CH:12][CH:11]=1. Reactant: [NH2:1][C@H:2]1[CH2:6][CH2:5][N:4]([C:7]2[CH:12]=[CH:11][C:10]([O:13][CH2:14][C:15]3[CH:20]=[CH:19][CH:18]=[C:17]([F:21])[CH:16]=3)=[CH:9][CH:8]=2)[C:3]1=[O:22].[C:23](OC(=O)C)(=[O:25])C. (3) Reactant: [NH2:1][C:2]1[CH:7]=[CH:6][C:5]([Cl:8])=[CH:4][C:3]=1[C:9]([C:11]1[N:12]([CH3:16])[N:13]=[N:14][CH:15]=1)=[O:10].[C:17]([C:21]1[CH:26]=[CH:25][C:24]([S:27](Cl)(=[O:29])=[O:28])=[CH:23][CH:22]=1)([CH3:20])([CH3:19])[CH3:18]. Product: [C:17]([C:21]1[CH:26]=[CH:25][C:24]([S:27]([NH:1][C:2]2[CH:7]=[CH:6][C:5]([Cl:8])=[CH:4][C:3]=2[C:9]([C:11]2[N:12]([CH3:16])[N:13]=[N:14][CH:15]=2)=[O:10])(=[O:29])=[O:28])=[CH:23][CH:22]=1)([CH3:20])([CH3:18])[CH3:19]. The catalyst class is: 17. (4) Reactant: [CH3:1][O:2][C:3]1[CH:12]=[C:11]([O:13][CH3:14])[CH:10]=[C:9]2[C:4]=1[CH2:5][C:6](=O)[C@@H:7]([C:15]1[CH:20]=[CH:19][C:18]([O:21][CH3:22])=[C:17]([O:23][CH3:24])[CH:16]=1)[O:8]2.COC1C=C(OC)C=C2C=1C[C@H](O)[C@@H](C1C=CC(OC)=C(OC)C=1)O2.[Sn](Cl)(Cl)(Cl)Cl. Product: [CH3:1][O:2][C:3]1[CH:12]=[C:11]([O:13][CH3:14])[CH:10]=[C:9]2[C:4]=1[CH:5]=[CH:6][CH:7]([C:15]1[CH:20]=[CH:19][C:18]([O:21][CH3:22])=[C:17]([O:23][CH3:24])[CH:16]=1)[O:8]2. The catalyst class is: 4. (5) Reactant: C(OC([N:8]1[CH2:11][CH:10]([CH:12]2[CH2:17][CH2:16][O:15][CH2:14][CH2:13]2)[CH2:9]1)=O)(C)(C)C.O.C(O)(C(F)(F)F)=O. Product: [O:15]1[CH2:16][CH2:17][CH:12]([CH:10]2[CH2:11][NH:8][CH2:9]2)[CH2:13][CH2:14]1. The catalyst class is: 61. (6) Reactant: [C:1]([O:5][C:6](=[O:35])[NH:7][C:8]([CH3:34])([CH3:33])/[CH:9]=[CH:10]/[C:11]1[CH:16]=[CH:15][C:14]([N:17]2[CH2:21][C:20](=[O:22])[NH:19][S:18]2(=[O:24])=[O:23])=[C:13]([O:25]CC2C=CC=CC=2)[CH:12]=1)([CH3:4])([CH3:3])[CH3:2]. Product: [C:1]([O:5][C:6](=[O:35])[NH:7][C:8]([CH3:34])([CH3:33])[CH2:9][CH2:10][C:11]1[CH:16]=[CH:15][C:14]([N:17]2[CH2:21][C:20](=[O:22])[NH:19][S:18]2(=[O:24])=[O:23])=[C:13]([OH:25])[CH:12]=1)([CH3:4])([CH3:2])[CH3:3]. The catalyst class is: 29. (7) Reactant: [F:1][CH:2]([F:28])[C:3]1[CH:8]=[CH:7][CH:6]=[CH:5][C:4]=1[S:9]([C:12]([F:27])([F:26])[CH:13]1[CH2:18][CH2:17][N:16](C(OC(C)(C)C)=O)[CH2:15][CH2:14]1)(=[O:11])=[O:10].[F:29][C:30]([F:35])([F:34])[C:31]([OH:33])=[O:32]. The catalyst class is: 2. Product: [F:29][C:30]([F:35])([F:34])[C:31]([OH:33])=[O:32].[F:28][CH:2]([F:1])[C:3]1[CH:8]=[CH:7][CH:6]=[CH:5][C:4]=1[S:9]([C:12]([F:27])([F:26])[CH:13]1[CH2:18][CH2:17][NH:16][CH2:15][CH2:14]1)(=[O:10])=[O:11]. (8) Reactant: [C:1]([O:9][C:10]1[C:15](=[O:16])[N:14]2[CH2:17][CH2:18][CH2:19][CH:20](Br)[C:13]2=[N:12][C:11]=1[C:22]([O:24][CH3:25])=[O:23])(=[O:8])[C:2]1[CH:7]=[CH:6][CH:5]=[CH:4][CH:3]=1.C(N(CC)CC)C. Product: [C:1]([O:9][C:10]1[C:15](=[O:16])[N:14]2[CH2:17][CH2:18][CH:19]=[CH:20][C:13]2=[N:12][C:11]=1[C:22]([O:24][CH3:25])=[O:23])(=[O:8])[C:2]1[CH:3]=[CH:4][CH:5]=[CH:6][CH:7]=1. The catalyst class is: 3.